This data is from Reaction yield outcomes from USPTO patents with 853,638 reactions. The task is: Predict the reaction yield, written as a fraction of the theoretical maximum amount of product (1.0 means a 100% yield; for example, 0.34 means a 34% yield). (1) The reactants are [CH3:1][C:2]1[C:13]([CH3:14])=[CH:12][CH:11]=[CH:10][C:3]=1[O:4][CH2:5][C:6](OC)=[O:7].[NH2:15][NH2:16]. The catalyst is CCO. The product is [CH3:1][C:2]1[C:13]([CH3:14])=[CH:12][CH:11]=[CH:10][C:3]=1[O:4][CH2:5][C:6]([NH:15][NH2:16])=[O:7]. The yield is 0.950. (2) The reactants are [F:1][C:2]([F:21])([F:20])[C:3]1[CH:4]=[C:5]([CH:17]=[CH:18][CH:19]=1)[CH2:6][CH:7]1[CH2:12][CH:11]([C:13]([O:15][CH3:16])=[O:14])[CH2:10][CH2:9][NH:8]1.CCN(C(C)C)C(C)C.[C:31](Cl)(=[O:34])[O:32][CH3:33].CCOCC. The catalyst is ClCCl. The product is [F:21][C:2]([F:20])([F:1])[C:3]1[CH:4]=[C:5]([CH:17]=[CH:18][CH:19]=1)[CH2:6][CH:7]1[CH2:12][CH:11]([C:13]([O:15][CH3:16])=[O:14])[CH2:10][CH2:9][N:8]1[C:31]([O:32][CH3:33])=[O:34]. The yield is 0.850.